Dataset: Catalyst prediction with 721,799 reactions and 888 catalyst types from USPTO. Task: Predict which catalyst facilitates the given reaction. (1) Reactant: [C:1](Cl)(=O)[CH2:2][CH2:3][CH3:4].[CH:7]1([CH2:12][C:13]2([N:23]([CH3:25])[CH3:24])[CH2:22][CH2:21][C:16]3([CH2:20][NH:19][CH2:18][CH2:17]3)[CH2:15][CH2:14]2)[CH2:11][CH2:10][CH2:9][CH2:8]1.C(N(CC)CC)C.C(=O)([O-])[O-].[K+].[K+]. Product: [CH2:1]([N:19]1[CH2:20][C:16]2([CH2:15][CH2:14][C:13]([N:23]([CH3:24])[CH3:25])([CH2:12][CH:7]3[CH2:11][CH2:10][CH2:9][CH2:8]3)[CH2:22][CH2:21]2)[CH2:17][CH2:18]1)[CH2:2][CH2:3][CH3:4]. The catalyst class is: 2. (2) Reactant: [NH2:1][CH2:2][C@H:3]([C@H:5]1[C@H:12]2[C@H:8]([O:9][C:10]([CH3:14])([CH3:13])[O:11]2)[CH2:7][CH2:6]1)[OH:4].[Cl:15][C:16]1[C:21](Cl)=[N:20][CH:19]=[CH:18][N:17]=1.C(N(CC)CC)C. Product: [Cl:15][C:16]1[C:21]([NH:1][CH2:2][C@H:3]([C@H:5]2[C@H:12]3[C@H:8]([O:9][C:10]([CH3:14])([CH3:13])[O:11]3)[CH2:7][CH2:6]2)[OH:4])=[N:20][CH:19]=[CH:18][N:17]=1. The catalyst class is: 12.